This data is from M1 muscarinic receptor agonist screen with 61,833 compounds. The task is: Binary Classification. Given a drug SMILES string, predict its activity (active/inactive) in a high-throughput screening assay against a specified biological target. The compound is Fc1ccc(Cc2oc(nn2)C(OC(C)C)=O)cc1. The result is 0 (inactive).